This data is from Forward reaction prediction with 1.9M reactions from USPTO patents (1976-2016). The task is: Predict the product of the given reaction. (1) Given the reactants CO[C:3]1[N:4]=[C:5]([CH2:23][CH2:24][CH3:25])[C:6]([CH2:9][C:10]2[N:14]([C:15]3[N:22]=[CH:21][CH:20]=[CH:19][C:16]=3[C:17]#[N:18])[N:13]=[CH:12][CH:11]=2)=[N:7][CH:8]=1.[CH3:26][CH:27]([CH3:29])[O-:28].[Na+], predict the reaction product. The product is: [CH:27]([O:28][C:3]1[N:4]=[C:5]([CH2:23][CH2:24][CH3:25])[C:6]([CH2:9][C:10]2[N:14]([C:15]3[N:22]=[CH:21][CH:20]=[CH:19][C:16]=3[C:17]#[N:18])[N:13]=[CH:12][CH:11]=2)=[N:7][CH:8]=1)([CH3:29])[CH3:26]. (2) Given the reactants P(Cl)(Cl)(Cl)=O.[CH3:6][C:7]1[CH:8]=[CH:9][C:10]([CH2:13][NH:14][CH:15]=O)=[N:11][CH:12]=1, predict the reaction product. The product is: [CH3:6][C:7]1[CH:8]=[CH:9][C:10]2[N:11]([CH:15]=[N:14][CH:13]=2)[CH:12]=1. (3) Given the reactants [Br:1][C:2]1[CH:7]=[C:6]([CH3:8])[C:5]([N:9]2[C:13]3[N:14]=[C:15]([CH3:26])[N:16]=[C:17]([N:18]4[CH2:23][CH2:22][CH:21]([CH2:24][OH:25])[CH2:20][CH2:19]4)[C:12]=3[C:11]([CH3:27])=[CH:10]2)=[C:4]([CH3:28])[CH:3]=1.[ClH:29], predict the reaction product. The product is: [ClH:29].[Br:1][C:2]1[CH:7]=[C:6]([CH3:8])[C:5]([N:9]2[C:13]3[N:14]=[C:15]([CH3:26])[N:16]=[C:17]([N:18]4[CH2:23][CH2:22][CH:21]([CH2:24][OH:25])[CH2:20][CH2:19]4)[C:12]=3[C:11]([CH3:27])=[CH:10]2)=[C:4]([CH3:28])[CH:3]=1. (4) Given the reactants [CH3:1][C:2]1[CH:7]=[CH:6][CH:5]=[CH:4][C:3]=1[C:8](=[O:14])[C:9](OCC)=[O:10].CO.[CH3:17][NH2:18].O, predict the reaction product. The product is: [CH3:1][C:2]1[CH:7]=[CH:6][CH:5]=[CH:4][C:3]=1[C:8](=[O:14])[C:9]([NH:18][CH3:17])=[O:10]. (5) Given the reactants Br[C:2]1[CH:3]=[CH:4][C:5]([C:8]2[O:9][C:10]([CH3:13])=[N:11][N:12]=2)=[N:6][CH:7]=1.[CH3:14][C:15]1[CH:21]=[CH:20][C:18]([NH2:19])=[CH:17][C:16]=1B1OC(C)(C)C(C)(C)O1.[O-]P([O-])([O-])=O.[K+].[K+].[K+], predict the reaction product. The product is: [CH3:14][C:15]1[CH:21]=[CH:20][C:18]([NH2:19])=[CH:17][C:16]=1[C:2]1[CH:7]=[N:6][C:5]([C:8]2[O:9][C:10]([CH3:13])=[N:11][N:12]=2)=[CH:4][CH:3]=1. (6) Given the reactants [CH3:1][C:2]1[CH:7]=[CH:6][C:5]([S:8]([O:11][CH2:12][CH:13]2[CH2:17][C:16]3[CH:18]=[CH:19][CH:20]=[C:21]([NH2:22])[C:15]=3[O:14]2)(=[O:10])=[O:9])=[CH:4][CH:3]=1.Br[C:24]1[CH:29]=[CH:28][C:27]([Cl:30])=[CH:26][CH:25]=1.CC1C=CC(S(OCC2CC3C(C4C=CC=CC=4)=CC=CC=3O2)(=O)=O)=CC=1, predict the reaction product. The product is: [CH3:1][C:2]1[CH:3]=[CH:4][C:5]([S:8]([O:11][CH2:12][CH:13]2[CH2:17][C:16]3[CH:18]=[CH:19][CH:20]=[C:21]([NH:22][C:24]4[CH:29]=[CH:28][C:27]([Cl:30])=[CH:26][CH:25]=4)[C:15]=3[O:14]2)(=[O:10])=[O:9])=[CH:6][CH:7]=1. (7) Given the reactants Cl[C:2]1[N:7]=[C:6]([C:8]2[CH:13]=[CH:12][C:11]([F:14])=[CH:10][C:9]=2[O:15][CH3:16])[C:5]([F:17])=[CH:4][N:3]=1.[CH:18]1([S:21][CH2:22][C:23]2[CH:24]=[C:25]([CH:27]=[C:28]([F:30])[CH:29]=2)[NH2:26])[CH2:20][CH2:19]1, predict the reaction product. The product is: [CH:18]1([S:21][CH2:22][C:23]2[CH:24]=[C:25]([NH:26][C:2]3[N:7]=[C:6]([C:8]4[CH:13]=[CH:12][C:11]([F:14])=[CH:10][C:9]=4[O:15][CH3:16])[C:5]([F:17])=[CH:4][N:3]=3)[CH:27]=[C:28]([F:30])[CH:29]=2)[CH2:19][CH2:20]1.